This data is from Forward reaction prediction with 1.9M reactions from USPTO patents (1976-2016). The task is: Predict the product of the given reaction. (1) Given the reactants [CH2:1]([O:5][C:6]1[CH:11]=[C:10]([NH:12][CH2:13][C:14]([F:17])([F:16])[F:15])[N:9]=[CH:8][N:7]=1)[C:2]#[C:3][CH3:4].[CH2:18](I)[CH3:19].[H-].[Na+].O1CCCC1, predict the reaction product. The product is: [CH2:1]([O:5][C:6]1[CH:11]=[C:10]([N:12]([CH2:18][CH3:19])[CH2:13][C:14]([F:16])([F:17])[F:15])[N:9]=[CH:8][N:7]=1)[C:2]#[C:3][CH3:4]. (2) Given the reactants Br[CH2:2][C:3]1[O:4][C:5]2[CH:11]=[C:10]([C:12]([O:14][CH2:15][CH3:16])=[O:13])[CH:9]=[C:8]([O:17][C:18]3[CH:23]=[CH:22][C:21]([CH:24]([F:26])[F:25])=[CH:20][CH:19]=3)[C:6]=2[CH:7]=1.CS(C)=[O:29], predict the reaction product. The product is: [F:25][CH:24]([F:26])[C:21]1[CH:22]=[CH:23][C:18]([O:17][C:8]2[C:6]3[CH:7]=[C:3]([CH:2]=[O:29])[O:4][C:5]=3[CH:11]=[C:10]([C:12]([O:14][CH2:15][CH3:16])=[O:13])[CH:9]=2)=[CH:19][CH:20]=1.